From a dataset of HIV replication inhibition screening data with 41,000+ compounds from the AIDS Antiviral Screen. Binary Classification. Given a drug SMILES string, predict its activity (active/inactive) in a high-throughput screening assay against a specified biological target. (1) The compound is CC(C)OC1OC(CO)C(O)CC1n1cc(F)c(=O)[nH]c1=O. The result is 0 (inactive). (2) The molecule is O=C1CC2(CCC(O)(c3ccc4ccccc4c3)C(C(=O)c3ccc4ccccc4c3)C2)C(=O)c2ccccc2N1. The result is 0 (inactive).